This data is from Full USPTO retrosynthesis dataset with 1.9M reactions from patents (1976-2016). The task is: Predict the reactants needed to synthesize the given product. Given the product [Br:13][C:14]1[CH:19]=[CH:18][CH:17]=[CH:16][C:15]=1[CH2:20][CH:21]([CH2:26][CH:27]([CH3:29])[CH3:28])[C:22]([OH:24])=[O:23], predict the reactants needed to synthesize it. The reactants are: C(NC(C)C)(C)C.[Li]CCCC.[Br:13][C:14]1[CH:19]=[CH:18][CH:17]=[CH:16][C:15]=1[CH2:20][CH2:21][C:22]([OH:24])=[O:23].I[CH2:26][CH:27]([CH3:29])[CH3:28].Cl.